Task: Predict the reaction yield, written as a fraction of the theoretical maximum amount of product (1.0 means a 100% yield; for example, 0.34 means a 34% yield).. Dataset: Reaction yield outcomes from USPTO patents with 853,638 reactions The reactants are C(=O)([O-])[O-].[K+].[K+].O.[Br:8][C:9]1[CH:14]=[CH:13][C:12](I)=[C:11]([CH2:16][CH3:17])[CH:10]=1.[CH3:18][Si:19]([CH3:30])([CH3:29])[C:20]1[CH:25]=[CH:24][C:23](B(O)O)=[CH:22][CH:21]=1. The catalyst is C1C=CC([P]([Pd]([P](C2C=CC=CC=2)(C2C=CC=CC=2)C2C=CC=CC=2)([P](C2C=CC=CC=2)(C2C=CC=CC=2)C2C=CC=CC=2)[P](C2C=CC=CC=2)(C2C=CC=CC=2)C2C=CC=CC=2)(C2C=CC=CC=2)C2C=CC=CC=2)=CC=1.C1(C)C=CC=CC=1. The product is [Br:8][C:9]1[CH:14]=[CH:13][C:12]([C:23]2[CH:24]=[CH:25][C:20]([Si:19]([CH3:30])([CH3:29])[CH3:18])=[CH:21][CH:22]=2)=[C:11]([CH2:16][CH3:17])[CH:10]=1. The yield is 0.800.